From a dataset of Forward reaction prediction with 1.9M reactions from USPTO patents (1976-2016). Predict the product of the given reaction. Given the reactants [F:1][C:2]1[CH:7]=[CH:6][C:5]([N:8]2[C:16]3[C:11](=[CH:12][C:13]([C:17]4([C:23]([CH3:28])([CH3:27])[C:24](O)=[O:25])[CH2:22][CH2:21][O:20][CH2:19][CH2:18]4)=[CH:14][CH:15]=3)[CH:10]=[N:9]2)=[CH:4][CH:3]=1.[N:29]1C=CC=CC=1.N1C(F)=NC(F)=NC=1F, predict the reaction product. The product is: [F:1][C:2]1[CH:3]=[CH:4][C:5]([N:8]2[C:16]3[C:11](=[CH:12][C:13]([C:17]4([C:23]([CH3:28])([CH3:27])[C:24]([NH2:29])=[O:25])[CH2:22][CH2:21][O:20][CH2:19][CH2:18]4)=[CH:14][CH:15]=3)[CH:10]=[N:9]2)=[CH:6][CH:7]=1.